Dataset: Catalyst prediction with 721,799 reactions and 888 catalyst types from USPTO. Task: Predict which catalyst facilitates the given reaction. Reactant: [CH3:1][O:2][C:3]1[CH:8]=[CH:7][C:6]([C:9]2[CH:14]=[CH:13][N:12]=[C:11]3[NH:15][C:16]([C:18]4[CH:23]=[CH:22][N:21]=[C:20]([C:24]([O:26]C)=O)[CH:19]=4)=[N:17][C:10]=23)=[CH:5][CH:4]=1.[CH3:28][N:29]1[CH2:34][CH2:33][NH:32][CH2:31][CH2:30]1. Product: [CH3:1][O:2][C:3]1[CH:8]=[CH:7][C:6]([C:9]2[CH:14]=[CH:13][N:12]=[C:11]3[NH:15][C:16]([C:18]4[CH:23]=[CH:22][N:21]=[C:20]([C:24]([N:32]5[CH2:33][CH2:34][N:29]([CH3:28])[CH2:30][CH2:31]5)=[O:26])[CH:19]=4)=[N:17][C:10]=23)=[CH:5][CH:4]=1. The catalyst class is: 6.